Dataset: Peptide-MHC class I binding affinity with 185,985 pairs from IEDB/IMGT. Task: Regression. Given a peptide amino acid sequence and an MHC pseudo amino acid sequence, predict their binding affinity value. This is MHC class I binding data. (1) The peptide sequence is LYKTIVNIW. The MHC is HLA-B15:01 with pseudo-sequence HLA-B15:01. The binding affinity (normalized) is 0.0847. (2) The peptide sequence is YRRKLTNPA. The MHC is HLA-B27:03 with pseudo-sequence HLA-B27:03. The binding affinity (normalized) is 0.0847. (3) The peptide sequence is IRILQRALF. The MHC is Mamu-B08 with pseudo-sequence Mamu-B08. The binding affinity (normalized) is 0.663. (4) The peptide sequence is VSSVNTTSKM. The MHC is HLA-B57:01 with pseudo-sequence HLA-B57:01. The binding affinity (normalized) is 0.131.